From a dataset of Full USPTO retrosynthesis dataset with 1.9M reactions from patents (1976-2016). Predict the reactants needed to synthesize the given product. (1) Given the product [Cl:5][CH2:7][CH2:8][N:9]([CH3:41])[CH:10]([CH:21]1[CH2:26][CH2:25][N:24]([CH2:27][CH2:28][O:29][C:30]2[CH:39]=[CH:38][CH:37]=[C:36]3[C:31]=2[CH:32]=[CH:33][C:34]([CH3:40])=[N:35]3)[CH2:23][CH2:22]1)[C:11]1[CH:12]=[C:13]([NH:17][C:18](=[O:20])[CH3:19])[CH:14]=[CH:15][CH:16]=1, predict the reactants needed to synthesize it. The reactants are: CS([Cl:5])(=O)=O.O[CH2:7][CH2:8][N:9]([CH3:41])[CH:10]([CH:21]1[CH2:26][CH2:25][N:24]([CH2:27][CH2:28][O:29][C:30]2[CH:39]=[CH:38][CH:37]=[C:36]3[C:31]=2[CH:32]=[CH:33][C:34]([CH3:40])=[N:35]3)[CH2:23][CH2:22]1)[C:11]1[CH:12]=[C:13]([NH:17][C:18](=[O:20])[CH3:19])[CH:14]=[CH:15][CH:16]=1. (2) Given the product [CH:1]1[C:10]2[C:5](=[CH:6][CH:7]=[CH:8][CH:9]=2)[CH:4]=[CH:3][C:2]=1[C:11]([NH:13][C:14]1[CH:15]=[CH:16][C:17]([CH2:18][C:19]2[C:27]3[C:22](=[CH:23][CH:24]=[CH:25][CH:26]=3)[N:21]([CH2:28][C:29]([OH:31])=[O:30])[C:20]=2[CH2:34][CH3:35])=[CH:36][CH:37]=1)=[O:12], predict the reactants needed to synthesize it. The reactants are: [CH:1]1[C:10]2[C:5](=[CH:6][CH:7]=[CH:8][CH:9]=2)[CH:4]=[CH:3][C:2]=1[C:11]([NH:13][C:14]1[CH:37]=[CH:36][C:17]([CH2:18][C:19]2[C:27]3[C:22](=[CH:23][CH:24]=[CH:25][CH:26]=3)[N:21]([CH2:28][C:29]([O:31]CC)=[O:30])[C:20]=2[CH2:34][CH3:35])=[CH:16][CH:15]=1)=[O:12].O.[OH-].[Li+].O1CCCC1.Cl.